From a dataset of Tox21: 12 toxicity assays (nuclear receptors and stress response pathways). Binary classification across 12 toxicity assays. (1) The compound is CCOP(=S)(OCC)Oc1ncn(-c2ccccc2)n1. It tested positive (active) for: NR-AhR (Aryl hydrocarbon Receptor agonist activity), and NR-ER (Estrogen Receptor agonist activity). (2) The drug is CC1CC(OC(=O)c2ccccc2O)CC(C)(C)C1. It tested positive (active) for: SR-HSE (Heat Shock Element response).